This data is from Catalyst prediction with 721,799 reactions and 888 catalyst types from USPTO. The task is: Predict which catalyst facilitates the given reaction. Reactant: [CH3:1][O:2][C:3]1[CH:12]=[C:11]([O:13][CH3:14])[CH:10]=[C:9]2[C:4]=1[C:5](=O)[NH:6][CH:7]=[N:8]2.N(C1C2C(=CC=CC=2)N=CN=1)C1C=CC=CC=1.C(N(C(C)C)CC)(C)C.P(Cl)(Cl)([Cl:44])=O. Product: [Cl:44][C:5]1[C:4]2[C:9](=[CH:10][C:11]([O:13][CH3:14])=[CH:12][C:3]=2[O:2][CH3:1])[N:8]=[CH:7][N:6]=1. The catalyst class is: 10.